The task is: Predict the product of the given reaction.. This data is from Forward reaction prediction with 1.9M reactions from USPTO patents (1976-2016). (1) Given the reactants [CH3:1][C:2]1[CH:7]=[C:6]([CH3:8])[CH:5]=[C:4]([CH3:9])[C:3]=1[N:10]1[CH2:14][CH2:13][NH:12][C:11]1=[NH:15].CC(C)([O-])C.CC(C)([O-])C.CC(C)([O-])C.[Al+3].[Br:32][CH2:33][C:34]([O:36][CH2:37][CH3:38])=[O:35], predict the reaction product. The product is: [Br-:32].[CH2:37]([O:36][C:34]([CH2:33][N:12]1[CH:13]=[CH:14][N+:10]([C:3]2[C:4]([CH3:9])=[CH:5][C:6]([CH3:8])=[CH:7][C:2]=2[CH3:1])=[C:11]1[NH2:15])=[O:35])[CH3:38]. (2) Given the reactants [NH2:1][C:2]1[N:6]([C:7]2[CH:12]=[CH:11][CH:10]=[CH:9][CH:8]=2)[N:5]=[C:4]([O:13][CH2:14][C:15]2([F:26])[CH2:18][N:17]([C:19]([O:21][C:22]([CH3:25])([CH3:24])[CH3:23])=[O:20])[CH2:16]2)[C:3]=1[CH3:27].C1(C2C=CC([CH2:37][O:38]C)=CC=2CN)CC1.[CH3:42][O:43][CH2:44][C:45]1[CH:46]=[CH:47][C:48]([O:53][C:54]([F:57])([F:56])[F:55])=[C:49]([CH2:51][NH2:52])[CH:50]=1, predict the reaction product. The product is: [F:26][C:15]1([CH2:14][O:13][C:4]2[C:3]([CH3:27])=[C:2]([NH:1][C:37]([NH:52][CH2:51][C:49]3[CH:50]=[C:45]([CH2:44][O:43][CH3:42])[CH:46]=[CH:47][C:48]=3[O:53][C:54]([F:55])([F:56])[F:57])=[O:38])[N:6]([C:7]3[CH:12]=[CH:11][CH:10]=[CH:9][CH:8]=3)[N:5]=2)[CH2:18][N:17]([C:19]([O:21][C:22]([CH3:23])([CH3:24])[CH3:25])=[O:20])[CH2:16]1. (3) Given the reactants F[C:2]1[CH:7]=[C:6]([F:8])[CH:5]=[CH:4][C:3]=1[OH:9].[Cl:10][C:11]1[C:17](Cl)=[CH:16][C:14]([NH2:15])=[C:13]([N+:19]([O-:21])=[O:20])[CH:12]=1.[C:22](=O)([O-])[O-].[K+].[K+], predict the reaction product. The product is: [Cl:10][C:11]1[C:17]([O:9][C:3]2[CH:4]=[CH:5][C:6]([F:8])=[CH:7][C:2]=2[CH3:22])=[CH:16][C:14]([NH2:15])=[C:13]([N+:19]([O-:21])=[O:20])[CH:12]=1. (4) Given the reactants [Br:1][C:2]1[CH:7]=[CH:6][CH:5]=[C:4]([NH2:8])[C:3]=1[CH3:9].Cl[C:11](Cl)([O:13]C(=O)OC(Cl)(Cl)Cl)Cl, predict the reaction product. The product is: [Br:1][C:2]1[CH:7]=[CH:6][CH:5]=[C:4]([N:8]=[C:11]=[O:13])[C:3]=1[CH3:9]. (5) The product is: [F:32][C:31]([F:33])([F:34])[C:29]1[CH:30]=[C:25]([CH:26]=[C:27]([C:35]([F:38])([F:36])[F:37])[CH:28]=1)[CH2:24][N:8]([C:5]1[N:4]=[CH:3][C:2]([Br:1])=[CH:7][N:6]=1)[CH2:9][C:10]1[CH:15]=[C:14]([C:16]([F:19])([F:17])[F:18])[CH:13]=[CH:12][C:11]=1[F:20]. Given the reactants [Br:1][C:2]1[CH:3]=[N:4][C:5]([NH:8][CH2:9][C:10]2[CH:15]=[C:14]([C:16]([F:19])([F:18])[F:17])[CH:13]=[CH:12][C:11]=2[F:20])=[N:6][CH:7]=1.[H-].[Na+].Br[CH2:24][C:25]1[CH:30]=[C:29]([C:31]([F:34])([F:33])[F:32])[CH:28]=[C:27]([C:35]([F:38])([F:37])[F:36])[CH:26]=1.C(=O)(O)[O-].[Na+], predict the reaction product.